From a dataset of Forward reaction prediction with 1.9M reactions from USPTO patents (1976-2016). Predict the product of the given reaction. (1) Given the reactants [C:1]1([C:7]2[N:8]=[C:9]([C:22]([NH2:24])=[O:23])[C:10]3[NH:15][N:14]=[C:13]([CH:16]4[CH2:21][CH2:20][NH:19][CH2:18][CH2:17]4)[C:11]=3[N:12]=2)[CH:6]=[CH:5][CH:4]=[CH:3][CH:2]=1.C(N(CC)CC)C.[CH2:32]([S:34](Cl)(=[O:36])=[O:35])[CH3:33], predict the reaction product. The product is: [CH2:32]([S:34]([N:19]1[CH2:18][CH2:17][CH:16]([C:13]2[C:11]3[N:12]=[C:7]([C:1]4[CH:2]=[CH:3][CH:4]=[CH:5][CH:6]=4)[N:8]=[C:9]([C:22]([NH2:24])=[O:23])[C:10]=3[NH:15][N:14]=2)[CH2:21][CH2:20]1)(=[O:36])=[O:35])[CH3:33]. (2) Given the reactants [CH:1]([C:4]1[CH:10]=[CH:9][C:7]([NH2:8])=[CH:6][CH:5]=1)([CH3:3])[CH3:2].C(N(CC)CC)C.[C:18](OC(=O)C)(=[O:20])[CH3:19].O, predict the reaction product. The product is: [CH:1]([C:4]1[CH:10]=[CH:9][C:7]([NH:8][C:18](=[O:20])[CH3:19])=[CH:6][CH:5]=1)([CH3:3])[CH3:2]. (3) Given the reactants Cl[C:2]1[C:7]([C:8]2[CH:13]=[CH:12][C:11]([F:14])=[CH:10][CH:9]=2)=[C:6]([C:15]2[CH:20]=[CH:19][C:18]([S:21]([CH3:24])(=[O:23])=[O:22])=[CH:17][CH:16]=2)[N:5]=[C:4]([C:25]([F:28])([F:27])[F:26])[N:3]=1.[N+:29]([C:32]1[CH:33]=[CH:34][C:35]([N:38]2[CH2:43][CH2:42][NH:41][CH2:40][CH2:39]2)=[N:36][CH:37]=1)([O-])=O.C(N([CH:50]([CH3:52])C)CC)(C)C.[OH2:53].O.[Sn](Cl)Cl, predict the reaction product. The product is: [C:50]([NH:29][C:32]1[CH:33]=[CH:34][C:35]([N:38]2[CH2:43][CH2:42][N:41]([C:2]3[C:7]([C:8]4[CH:13]=[CH:12][C:11]([F:14])=[CH:10][CH:9]=4)=[C:6]([C:15]4[CH:20]=[CH:19][C:18]([S:21]([CH3:24])(=[O:22])=[O:23])=[CH:17][CH:16]=4)[N:5]=[C:4]([C:25]([F:27])([F:28])[F:26])[N:3]=3)[CH2:40][CH2:39]2)=[N:36][CH:37]=1)(=[O:53])[CH3:52]. (4) Given the reactants [CH2:1](Cl)CCl.C1C=CC2N(O)N=NC=2C=1.C(O)=O.[C:18]([O:22][C:23](=[O:53])[NH:24][C:25]1([C:29]2[CH:34]=[CH:33][C:32]([C:35]3[C:44]([C:45]4[CH:50]=[CH:49][CH:48]=[CH:47][CH:46]=4)=[CH:43][C:42]4[C:37](=[CH:38][CH:39]=[N:40][C:41]=4[NH:51][NH2:52])[N:36]=3)=[CH:31][CH:30]=2)[CH2:28][CH2:27][CH2:26]1)([CH3:21])([CH3:20])[CH3:19], predict the reaction product. The product is: [C:18]([O:22][C:23](=[O:53])[NH:24][C:25]1([C:29]2[CH:30]=[CH:31][C:32]([C:35]3[C:44]([C:45]4[CH:46]=[CH:47][CH:48]=[CH:49][CH:50]=4)=[CH:43][C:42]4[C:41]5=[N:51][N:52]=[CH:1][N:40]5[CH:39]=[CH:38][C:37]=4[N:36]=3)=[CH:33][CH:34]=2)[CH2:28][CH2:27][CH2:26]1)([CH3:21])([CH3:19])[CH3:20]. (5) Given the reactants [N:1]([CH2:4][C:5]1[CH:10]=[CH:9][CH:8]=[C:7]([Cl:11])[C:6]=1[C:12]([F:19])([F:18])[C:13](OCC)=[O:14])=[N+]=[N-].[H][H], predict the reaction product. The product is: [Cl:11][C:7]1[CH:8]=[CH:9][CH:10]=[C:5]2[C:6]=1[C:12]([F:19])([F:18])[C:13](=[O:14])[NH:1][CH2:4]2. (6) Given the reactants [OH:1][C:2]1[C:7](=[O:8])[CH:6]=[CH:5][N:4]([CH3:9])[C:3]=1[CH3:10].[C:11]1([S:17](Cl)(=[O:19])=[O:18])[CH:16]=[CH:15][CH:14]=[CH:13][CH:12]=1, predict the reaction product. The product is: [C:11]1([S:17]([O:1][C:2]2[C:7](=[O:8])[CH:6]=[CH:5][N:4]([CH3:9])[C:3]=2[CH3:10])(=[O:19])=[O:18])[CH:16]=[CH:15][CH:14]=[CH:13][CH:12]=1.